From a dataset of Reaction yield outcomes from USPTO patents with 853,638 reactions. Predict the reaction yield, written as a fraction of the theoretical maximum amount of product (1.0 means a 100% yield; for example, 0.34 means a 34% yield). (1) The reactants are I[C:2]1[CH:8]=[C:7]([O:9][CH3:10])[CH:6]=[CH:5][C:3]=1[NH2:4].C([Sn](CCCC)(CCCC)[C:16]1[O:17][CH:18]=[CH:19][N:20]=1)CCC. The catalyst is O1CCOCC1.C1C=CC([P]([Pd]([P](C2C=CC=CC=2)(C2C=CC=CC=2)C2C=CC=CC=2)([P](C2C=CC=CC=2)(C2C=CC=CC=2)C2C=CC=CC=2)[P](C2C=CC=CC=2)(C2C=CC=CC=2)C2C=CC=CC=2)(C2C=CC=CC=2)C2C=CC=CC=2)=CC=1. The product is [CH3:10][O:9][C:7]1[CH:6]=[CH:5][C:3]([NH2:4])=[C:2]([C:16]2[O:17][CH:18]=[CH:19][N:20]=2)[CH:8]=1. The yield is 0.490. (2) The reactants are [CH3:1][C@@:2]1([C:12](O)=[O:13])[CH2:6][CH2:5][C@H:4]([C:7](O)=[O:8])[C:3]1([CH3:11])[CH3:10].[H-].[H-].[H-].[H-].[Li+].[Al+3].C1COCC1. The catalyst is C1COCC1. The product is [CH3:1][C@@:2]1([CH2:12][OH:13])[CH2:6][CH2:5][C@H:4]([CH2:7][OH:8])[C:3]1([CH3:10])[CH3:11]. The yield is 0.960.